This data is from Forward reaction prediction with 1.9M reactions from USPTO patents (1976-2016). The task is: Predict the product of the given reaction. (1) Given the reactants C(Cl)Cl.C([O:11][C:12]1[CH:13]=[CH:14][C:15]([C@@H:23]([OH:45])[CH2:24][NH:25][CH2:26][C:27]2([CH3:44])[CH2:32][CH2:31][N:30]([CH2:33][CH2:34][O:35][CH2:36][CH2:37][C:38]3[CH:43]=[CH:42][CH:41]=[CH:40][CH:39]=3)[CH2:29][CH2:28]2)=[C:16]2[C:21]=1[NH:20][C:19](=[O:22])[CH:18]=[CH:17]2)C1C=CC=CC=1, predict the reaction product. The product is: [OH:11][C:12]1[CH:13]=[CH:14][C:15]([C@@H:23]([OH:45])[CH2:24][NH:25][CH2:26][C:27]2([CH3:44])[CH2:28][CH2:29][N:30]([CH2:33][CH2:34][O:35][CH2:36][CH2:37][C:38]3[CH:43]=[CH:42][CH:41]=[CH:40][CH:39]=3)[CH2:31][CH2:32]2)=[C:16]2[C:21]=1[NH:20][C:19](=[O:22])[CH:18]=[CH:17]2. (2) The product is: [CH3:1][O:2][C:3]([C:5]1[C:10]([NH:11][C:12]2[CH:17]=[CH:16][CH:15]=[CH:14][C:13]=2[F:18])=[C:9]([F:19])[C:8]2[C:7](=[C:21]([CH3:22])[NH:28][N:29]=2)[N:6]=1)=[O:4]. Given the reactants [CH3:1][O:2][C:3]([C:5]1[C:10]([NH:11][C:12]2[CH:17]=[CH:16][CH:15]=[CH:14][C:13]=2[F:18])=[C:9]([F:19])[C:8](Cl)=[C:7]([C:21](=O)[CH3:22])[N:6]=1)=[O:4].[K].CC(=[N:28][NH2:29])C.CC(=NO)C, predict the reaction product.